The task is: Regression. Given a peptide amino acid sequence and an MHC pseudo amino acid sequence, predict their binding affinity value. This is MHC class I binding data.. This data is from Peptide-MHC class I binding affinity with 185,985 pairs from IEDB/IMGT. The peptide sequence is LYMAISPKF. The MHC is HLA-A01:01 with pseudo-sequence HLA-A01:01. The binding affinity (normalized) is 0.148.